Dataset: Forward reaction prediction with 1.9M reactions from USPTO patents (1976-2016). Task: Predict the product of the given reaction. Given the reactants Br[CH2:2][CH2:3][CH2:4]Br.[S:6]([O-:9])([O-:8])=[O:7].[Na+:10].[Na+].C, predict the reaction product. The product is: [CH2:2]([S:6]([O-:9])(=[O:8])=[O:7])[CH2:3][CH2:4][S:6]([O-:9])(=[O:8])=[O:7].[Na+:10].[Na+:10].